From a dataset of Catalyst prediction with 721,799 reactions and 888 catalyst types from USPTO. Predict which catalyst facilitates the given reaction. (1) Reactant: [F:1][C:2]([F:22])([F:21])[C:3]1[CH:4]=[C:5]([NH:9][C:10]2[CH:11]=[C:12]([CH:18]=[CH:19][CH:20]=2)[C:13]([O:15]CC)=[O:14])[CH:6]=[CH:7][CH:8]=1.[OH-].[Na+]. Product: [F:1][C:2]([F:21])([F:22])[C:3]1[CH:4]=[C:5]([NH:9][C:10]2[CH:11]=[C:12]([CH:18]=[CH:19][CH:20]=2)[C:13]([OH:15])=[O:14])[CH:6]=[CH:7][CH:8]=1. The catalyst class is: 38. (2) Reactant: [NH2:1][C@H:2]1[CH2:7][CH2:6][C@@H:5]([N:8]([CH:10]([CH3:12])[CH3:11])[CH3:9])[CH2:4][C@H:3]1[CH2:13][C:14]#[N:15].C(N(C(C)C)CC)(C)C.[F:25][C:26]([F:41])([F:40])[C:27]1[CH:28]=[C:29]([CH:37]=[CH:38][CH:39]=1)[C:30]([NH:32][CH2:33][C:34](O)=[O:35])=[O:31].F[B-](F)(F)F.N1(OC(N(C)C)=[N+](C)C)C2C=CC=CC=2N=N1. Product: [C:14]([CH2:13][C@@H:3]1[CH2:4][C@H:5]([N:8]([CH:10]([CH3:12])[CH3:11])[CH3:9])[CH2:6][CH2:7][C@@H:2]1[NH:1][C:34](=[O:35])[CH2:33][NH:32][C:30](=[O:31])[C:29]1[CH:37]=[CH:38][CH:39]=[C:27]([C:26]([F:25])([F:41])[F:40])[CH:28]=1)#[N:15]. The catalyst class is: 382. (3) Reactant: [CH3:1][CH:2]([C:4]1[N:8]([CH2:9][CH2:10][C@@H:11]([OH:19])[CH2:12][C@@H:13]([OH:18])[CH2:14][C:15]([O-:17])=[O:16])[C:7]([C:20]2[CH:21]=[CH:22][C:23]([F:26])=[CH:24][CH:25]=2)=[C:6]([C:27]2[CH:28]=[CH:29][CH:30]=[CH:31][CH:32]=2)[C:5]=1[C:33]([NH:35][C:36]1[CH:37]=[CH:38][CH:39]=[CH:40][CH:41]=1)=[O:34])[CH3:3].[CH3:3][CH:2]([C:4]1[N:8]([CH2:9][CH2:10][C@@H:11]([OH:19])[CH2:12][C@@H:13]([OH:18])[CH2:14][C:15]([O-:17])=[O:16])[C:7]([C:20]2[CH:25]=[CH:24][C:23]([F:26])=[CH:22][CH:21]=2)=[C:6]([C:27]2[CH:32]=[CH:31][CH:30]=[CH:29][CH:28]=2)[C:5]=1[C:33]([NH:35][C:36]1[CH:41]=[CH:40][CH:39]=[CH:38][CH:37]=1)=[O:34])[CH3:1].[Ca+2].O. Product: [CH3:3][CH:2]([C:4]1[N:8]([CH2:9][CH2:10][C@@H:11]([OH:19])[CH2:12][C@@H:13]([OH:18])[CH2:14][C:15]([OH:17])=[O:16])[C:7]([C:20]2[CH:25]=[CH:24][C:23]([F:26])=[CH:22][CH:21]=2)=[C:6]([C:27]2[CH:32]=[CH:31][CH:30]=[CH:29][CH:28]=2)[C:5]=1[C:33]([NH:35][C:36]1[CH:41]=[CH:40][CH:39]=[CH:38][CH:37]=1)=[O:34])[CH3:1]. The catalyst class is: 5. (4) Reactant: [OH:1][N:2]=[C:3]([NH2:27])[C:4]1[CH:9]=[CH:8][CH:7]=[C:6]([N:10]2[CH2:19][C@H:18]3[N:14]([CH2:15][CH2:16][CH2:17]3)[C:13]3[N:20]=[C:21]([S:24][CH3:25])[N:22]=[CH:23][C:12]=3[C:11]2=[O:26])[CH:5]=1.C(N(CC)CC)C.[F:35][C:36]([F:41])([F:40])[C:37](O)=O. Product: [CH3:25][S:24][C:21]1[N:22]=[CH:23][C:12]2[C:11](=[O:26])[N:10]([C:6]3[CH:7]=[CH:8][CH:9]=[C:4]([C:3]4[N:27]=[C:37]([C:36]([F:41])([F:40])[F:35])[O:1][N:2]=4)[CH:5]=3)[CH2:19][C@H:18]3[N:14]([CH2:15][CH2:16][CH2:17]3)[C:13]=2[N:20]=1. The catalyst class is: 4. (5) Reactant: [H-].[Na+].[CH:3]1([OH:8])[CH2:7][CH2:6][CH2:5][CH2:4]1.[Br:9][CH2:10][CH2:11][CH2:12][CH2:13]Br. Product: [Br:9][CH2:10][CH2:11][CH2:12][CH2:13][O:8][CH:3]1[CH2:7][CH2:6][CH2:5][CH2:4]1. The catalyst class is: 11. (6) Reactant: [CH3:1][N:2]1[C:6]([CH:7]=[O:8])=[N:5][C:4]([N:9]2[CH2:13][CH2:12][CH2:11][CH2:10]2)=[N:3]1.C(Cl)(Cl)Cl.[BH4-].[Na+].O. Product: [CH3:1][N:2]1[C:6]([CH2:7][OH:8])=[N:5][C:4]([N:9]2[CH2:13][CH2:12][CH2:11][CH2:10]2)=[N:3]1. The catalyst class is: 100. (7) Reactant: [Br:1][C:2]1[CH:7]=[CH:6][C:5]([C:8]2([NH2:11])[CH2:10][CH2:9]2)=[CH:4][CH:3]=1.[C:12](O[C:12]([O:14][C:15]([CH3:18])([CH3:17])[CH3:16])=[O:13])([O:14][C:15]([CH3:18])([CH3:17])[CH3:16])=[O:13].C(=O)(O)[O-].[Na+]. Product: [Br:1][C:2]1[CH:3]=[CH:4][C:5]([C:8]2([NH:11][C:12](=[O:13])[O:14][C:15]([CH3:18])([CH3:17])[CH3:16])[CH2:9][CH2:10]2)=[CH:6][CH:7]=1. The catalyst class is: 30.